This data is from Full USPTO retrosynthesis dataset with 1.9M reactions from patents (1976-2016). The task is: Predict the reactants needed to synthesize the given product. (1) Given the product [Cl:20][C:5]1[C:4]2[C:9](=[CH:10][CH:11]=[C:2]([I:1])[CH:3]=2)[N:8]=[CH:7][N:6]=1, predict the reactants needed to synthesize it. The reactants are: [I:1][C:2]1[CH:3]=[C:4]2[C:9](=[CH:10][CH:11]=1)[N:8]=[CH:7][N:6]=[C:5]2O.CN(C=O)C.S(Cl)([Cl:20])=O. (2) The reactants are: [C:1]([C:5]1[N:18]([C:19]([NH2:21])=[O:20])[C:8]2=[C:9]([Cl:17])[N:10]=[C:11]([N+:14]([O-:16])=[O:15])[C:12]([OH:13])=[C:7]2[CH:6]=1)([CH3:4])([CH3:3])[CH3:2].C1C=CC(P(C2C=CC=CC=2)C2C=CC=CC=2)=CC=1.[Cl:41][C:42]1[C:47]([F:48])=[CH:46][CH:45]=[C:44]([Cl:49])[C:43]=1[C@@H:50](O)[CH3:51].CC(OC(/N=N/C(OC(C)C)=O)=O)C. Given the product [C:1]([C:5]1[N:18]([C:19]([NH2:21])=[O:20])[C:8]2=[C:9]([Cl:17])[N:10]=[C:11]([N+:14]([O-:16])=[O:15])[C:12]([O:13][C@@H:50]([C:43]3[C:44]([Cl:49])=[CH:45][CH:46]=[C:47]([F:48])[C:42]=3[Cl:41])[CH3:51])=[C:7]2[CH:6]=1)([CH3:4])([CH3:2])[CH3:3], predict the reactants needed to synthesize it. (3) The reactants are: C1(P(C2CCCCC2)C2C=CC=CC=2C2C=CC=CC=2)CCCCC1.Br[C:27]1[CH:28]=[C:29]2[C:35]([CH:36]([C:38]3[CH:39]=[C:40]4[C:45](=[CH:46][CH:47]=3)[N:44]=[CH:43][CH:42]=[CH:41]4)[CH3:37])=[N:34][O:33][C:30]2=[N:31][CH:32]=1.C([Sn](CCCC)(CCCC)[C:53]1[N:54]=[CH:55][S:56][CH:57]=1)CCC. Given the product [S:56]1[CH:57]=[C:53]([C:27]2[CH:28]=[C:29]3[C:35]([CH:36]([C:38]4[CH:39]=[C:40]5[C:45](=[CH:46][CH:47]=4)[N:44]=[CH:43][CH:42]=[CH:41]5)[CH3:37])=[N:34][O:33][C:30]3=[N:31][CH:32]=2)[N:54]=[CH:55]1, predict the reactants needed to synthesize it. (4) The reactants are: [CH3:1][O:2][C:3](=[O:20])[C:4]([CH3:19])([O:6][C:7]1[CH:12]=[CH:11][CH:10]=[C:9]([C:13]2[CH:14]=[N:15][CH:16]=[CH:17][CH:18]=2)[CH:8]=1)[CH3:5].Cl.[H][H]. Given the product [CH3:1][O:2][C:3](=[O:20])[C:4]([CH3:5])([O:6][C:7]1[CH:12]=[CH:11][CH:10]=[C:9]([CH:13]2[CH2:18][CH2:17][CH2:16][NH:15][CH2:14]2)[CH:8]=1)[CH3:19], predict the reactants needed to synthesize it.